This data is from Full USPTO retrosynthesis dataset with 1.9M reactions from patents (1976-2016). The task is: Predict the reactants needed to synthesize the given product. (1) Given the product [Br:1][C:2]1[CH:3]=[N:4][C:5]2[N:6]([N:8]=[C:9]([C:11]([N:22]3[CH2:21][CH2:20][N:19]4[C:15]([CH3:14])=[CH:16][CH:17]=[C:18]4[CH2:23]3)=[O:13])[CH:10]=2)[CH:7]=1, predict the reactants needed to synthesize it. The reactants are: [Br:1][C:2]1[CH:3]=[N:4][C:5]2[N:6]([N:8]=[C:9]([C:11]([OH:13])=O)[CH:10]=2)[CH:7]=1.[CH3:14][C:15]1[N:19]2[CH2:20][CH2:21][NH:22][CH2:23][C:18]2=[CH:17][CH:16]=1. (2) Given the product [NH2:53][C:51]1[CH:50]=[CH:49][C:48]([CH3:56])=[C:47]([C:45]([C:31]2[CH:32]=[CH:33][C:34]([NH:36][C:37]3[CH:42]=[CH:41][C:40]([O:43][CH3:44])=[CH:39][CH:38]=3)=[CH:35][C:30]=2[Cl:29])=[O:46])[CH:52]=1, predict the reactants needed to synthesize it. The reactants are: NC1C=CC(C)=C(C(C2C=CC(NC3C=CC(C(F)(F)F)=CC=3)=CC=2Cl)=O)C=1.[Cl:29][C:30]1[CH:35]=[C:34]([NH:36][C:37]2[CH:42]=[CH:41][C:40]([O:43][CH3:44])=[CH:39][CH:38]=2)[CH:33]=[CH:32][C:31]=1[C:45]([C:47]1[CH:52]=[C:51]([N+:53]([O-])=O)[CH:50]=[CH:49][C:48]=1[CH3:56])=[O:46]. (3) Given the product [CH2:1]([O:3][C:4](=[O:24])[CH2:5][CH2:6][N:7]1[CH:11]=[CH:10][N:9]=[C:8]1[CH2:12][CH2:13][C:14]([OH:16])=[O:15])[CH3:2], predict the reactants needed to synthesize it. The reactants are: [CH2:1]([O:3][C:4](=[O:24])[CH2:5][CH2:6][N:7]1[CH:11]=[CH:10][N:9]=[C:8]1/[CH:12]=[CH:13]/[C:14]([O:16]CC1C=CC=CC=1)=[O:15])[CH3:2]. (4) Given the product [C:47]([O:51][C:52](=[O:53])[NH:54][C@H:55]([C:56](=[O:57])[NH:8][C:9]1[CH:16]=[CH:15][C:14]([F:17])=[C:11]([C:12]#[N:13])[C:10]=1[NH:18][C:19]1[CH:20]=[CH:21][CH:22]=[CH:23][CH:24]=1)[CH2:59][CH3:60])([CH3:48])([CH3:49])[CH3:50], predict the reactants needed to synthesize it. The reactants are: C(N(CC)CC)C.[NH2:8][C:9]1[C:10]([NH:18][C:19]2[CH:24]=[CH:23][CH:22]=[CH:21][CH:20]=2)=[C:11]([C:14]([F:17])=[CH:15][CH:16]=1)[C:12]#[N:13].Cl.CN(C)CCCN=C=NCC.C1C=NC2N(O)N=NC=2C=1.[C:47]([O:51][C:52]([NH:54][C@@H:55]([CH2:59][CH3:60])[C:56](O)=[O:57])=[O:53])([CH3:50])([CH3:49])[CH3:48].